From a dataset of NCI-60 drug combinations with 297,098 pairs across 59 cell lines. Regression. Given two drug SMILES strings and cell line genomic features, predict the synergy score measuring deviation from expected non-interaction effect. (1) Drug 1: CCCCC(=O)OCC(=O)C1(CC(C2=C(C1)C(=C3C(=C2O)C(=O)C4=C(C3=O)C=CC=C4OC)O)OC5CC(C(C(O5)C)O)NC(=O)C(F)(F)F)O. Drug 2: C1C(C(OC1N2C=NC(=NC2=O)N)CO)O. Cell line: IGROV1. Synergy scores: CSS=9.86, Synergy_ZIP=-8.79, Synergy_Bliss=-12.8, Synergy_Loewe=-13.5, Synergy_HSA=-13.3. (2) Drug 1: C1=CC(=CC=C1CCCC(=O)O)N(CCCl)CCCl. Drug 2: CC1=C(C(CCC1)(C)C)C=CC(=CC=CC(=CC(=O)O)C)C. Cell line: SN12C. Synergy scores: CSS=13.2, Synergy_ZIP=-12.1, Synergy_Bliss=-8.91, Synergy_Loewe=-6.53, Synergy_HSA=-5.95. (3) Drug 1: COC1=C(C=C2C(=C1)N=CN=C2NC3=CC(=C(C=C3)F)Cl)OCCCN4CCOCC4. Drug 2: CC1=C(C=C(C=C1)C(=O)NC2=CC(=CC(=C2)C(F)(F)F)N3C=C(N=C3)C)NC4=NC=CC(=N4)C5=CN=CC=C5. Cell line: NCI-H322M. Synergy scores: CSS=34.4, Synergy_ZIP=1.68, Synergy_Bliss=-0.984, Synergy_Loewe=-9.65, Synergy_HSA=-3.88. (4) Drug 1: CCC1=C2CN3C(=CC4=C(C3=O)COC(=O)C4(CC)O)C2=NC5=C1C=C(C=C5)O. Drug 2: CCC1(CC2CC(C3=C(CCN(C2)C1)C4=CC=CC=C4N3)(C5=C(C=C6C(=C5)C78CCN9C7C(C=CC9)(C(C(C8N6C)(C(=O)OC)O)OC(=O)C)CC)OC)C(=O)OC)O.OS(=O)(=O)O. Cell line: 786-0. Synergy scores: CSS=4.12, Synergy_ZIP=-2.94, Synergy_Bliss=-1.12, Synergy_Loewe=-6.54, Synergy_HSA=-2.07. (5) Drug 1: CCC1=CC2CC(C3=C(CN(C2)C1)C4=CC=CC=C4N3)(C5=C(C=C6C(=C5)C78CCN9C7C(C=CC9)(C(C(C8N6C)(C(=O)OC)O)OC(=O)C)CC)OC)C(=O)OC.C(C(C(=O)O)O)(C(=O)O)O. Drug 2: C1=CN(C(=O)N=C1N)C2C(C(C(O2)CO)O)O.Cl. Cell line: HL-60(TB). Synergy scores: CSS=40.7, Synergy_ZIP=-8.38, Synergy_Bliss=-7.93, Synergy_Loewe=-10.1, Synergy_HSA=-6.33. (6) Synergy scores: CSS=-1.46, Synergy_ZIP=1.99, Synergy_Bliss=4.06, Synergy_Loewe=0.206, Synergy_HSA=1.04. Drug 2: CC1=CC=C(C=C1)C2=CC(=NN2C3=CC=C(C=C3)S(=O)(=O)N)C(F)(F)F. Cell line: HOP-62. Drug 1: CC12CCC(CC1=CCC3C2CCC4(C3CC=C4C5=CN=CC=C5)C)O. (7) Drug 1: CC1=C(C=C(C=C1)NC2=NC=CC(=N2)N(C)C3=CC4=NN(C(=C4C=C3)C)C)S(=O)(=O)N.Cl. Drug 2: CCCCC(=O)OCC(=O)C1(CC(C2=C(C1)C(=C3C(=C2O)C(=O)C4=C(C3=O)C=CC=C4OC)O)OC5CC(C(C(O5)C)O)NC(=O)C(F)(F)F)O. Cell line: OVCAR-5. Synergy scores: CSS=5.32, Synergy_ZIP=0.620, Synergy_Bliss=4.39, Synergy_Loewe=0.837, Synergy_HSA=2.33. (8) Drug 1: CC(C)(C#N)C1=CC(=CC(=C1)CN2C=NC=N2)C(C)(C)C#N. Drug 2: C1=CC=C(C=C1)NC(=O)CCCCCCC(=O)NO. Cell line: SR. Synergy scores: CSS=24.2, Synergy_ZIP=5.37, Synergy_Bliss=8.03, Synergy_Loewe=-6.34, Synergy_HSA=3.86. (9) Drug 1: CS(=O)(=O)C1=CC(=C(C=C1)C(=O)NC2=CC(=C(C=C2)Cl)C3=CC=CC=N3)Cl. Drug 2: CN(C)C1=NC(=NC(=N1)N(C)C)N(C)C. Cell line: HCC-2998. Synergy scores: CSS=7.00, Synergy_ZIP=-0.737, Synergy_Bliss=2.52, Synergy_Loewe=-9.30, Synergy_HSA=-2.33. (10) Drug 1: C1=C(C(=O)NC(=O)N1)N(CCCl)CCCl. Drug 2: CCN(CC)CCNC(=O)C1=C(NC(=C1C)C=C2C3=C(C=CC(=C3)F)NC2=O)C. Cell line: OVCAR-5. Synergy scores: CSS=4.79, Synergy_ZIP=-4.30, Synergy_Bliss=-0.341, Synergy_Loewe=-4.74, Synergy_HSA=-3.75.